This data is from Reaction yield outcomes from USPTO patents with 853,638 reactions. The task is: Predict the reaction yield, written as a fraction of the theoretical maximum amount of product (1.0 means a 100% yield; for example, 0.34 means a 34% yield). (1) The reactants are [Br:1][CH2:2][C@@H:3]([C:5]1[CH:10]=[CH:9][C:8]([O:11][CH2:12][C:13]2[CH:18]=[CH:17][CH:16]=[CH:15][CH:14]=2)=[C:7]([NH:19][CH:20]=[O:21])[CH:6]=1)[OH:4].N1C=CN=C1.[Si:27](Cl)([C:30]([CH3:33])([CH3:32])[CH3:31])([CH3:29])[CH3:28]. The catalyst is CN(C)C=O.C(OC(C)C)(=O)C. The product is [CH2:12]([O:11][C:8]1[CH:9]=[CH:10][C:5]([C@@H:3]([O:4][Si:27]([C:30]([CH3:33])([CH3:32])[CH3:31])([CH3:29])[CH3:28])[CH2:2][Br:1])=[CH:6][C:7]=1[NH:19][CH:20]=[O:21])[C:13]1[CH:14]=[CH:15][CH:16]=[CH:17][CH:18]=1. The yield is 0.680. (2) The reactants are C(OC([N:8]1[CH2:13][CH2:12][C@@H:11]([NH:14][C:15]([NH:17][C:18]2[CH:23]=[CH:22][CH:21]=[C:20]([C:24]3[N:28]([CH3:29])[N:27]=[N:26][N:25]=3)[CH:19]=2)=[O:16])[C@H:10]([CH2:30][N:31]2[CH2:36][CH2:35][CH2:34][C@@H:33]([CH2:37][C:38]3[CH:43]=[CH:42][C:41]([F:44])=[CH:40][CH:39]=3)[CH2:32]2)[CH2:9]1)=O)(C)(C)C.FC(F)(F)C(O)=O. The catalyst is ClCCl. The product is [F:44][C:41]1[CH:42]=[CH:43][C:38]([CH2:37][C@@H:33]2[CH2:34][CH2:35][CH2:36][N:31]([CH2:30][C@H:10]3[C@H:11]([NH:14][C:15]([NH:17][C:18]4[CH:23]=[CH:22][CH:21]=[C:20]([C:24]5[N:28]([CH3:29])[N:27]=[N:26][N:25]=5)[CH:19]=4)=[O:16])[CH2:12][CH2:13][NH:8][CH2:9]3)[CH2:32]2)=[CH:39][CH:40]=1. The yield is 0.380. (3) The yield is 0.860. The reactants are [NH2:1][CH2:2][C@H:3]([C:5]1[CH:10]=[CH:9][CH:8]=[CH:7][CH:6]=1)[OH:4].[CH:11](=O)[CH3:12].[BH4-].[Na+]. The catalyst is C(O)C. The product is [CH2:11]([NH:1][CH2:2][C@H:3]([C:5]1[CH:10]=[CH:9][CH:8]=[CH:7][CH:6]=1)[OH:4])[CH3:12]. (4) The reactants are [C:1]([C:5]1[CH:10]=[CH:9][C:8]([S:11]([CH:14]2[CH2:19][CH2:18][NH:17][CH2:16][CH2:15]2)(=[O:13])=[O:12])=[CH:7][CH:6]=1)([CH3:4])([CH3:3])[CH3:2].Cl[C:21]1[CH:26]=[C:25]([C:27]([F:30])([F:29])[F:28])[CH:24]=[CH:23][N:22]=1.CCN(C(C)C)C(C)C. The catalyst is O1CCOCC1. The product is [C:1]([C:5]1[CH:6]=[CH:7][C:8]([S:11]([CH:14]2[CH2:15][CH2:16][N:17]([C:21]3[CH:26]=[C:25]([C:27]([F:30])([F:29])[F:28])[CH:24]=[CH:23][N:22]=3)[CH2:18][CH2:19]2)(=[O:13])=[O:12])=[CH:9][CH:10]=1)([CH3:4])([CH3:2])[CH3:3]. The yield is 0.390.